Dataset: Reaction yield outcomes from USPTO patents with 853,638 reactions. Task: Predict the reaction yield, written as a fraction of the theoretical maximum amount of product (1.0 means a 100% yield; for example, 0.34 means a 34% yield). (1) The reactants are [C:1]([C:5]1[CH:10]=[CH:9][CH:8]=[CH:7][C:6]=1[N:11]1[CH2:16][CH2:15][N:14]([C:17]([C:19]2[N:20]=[CH:21][NH:22][CH:23]=2)=[O:18])[CH2:13][CH2:12]1)([CH3:4])([CH3:3])[CH3:2].Br[CH2:25][C:26]([O:28][CH3:29])=[O:27].C(=O)([O-])[O-].[K+].[K+].O. The catalyst is CN(C)C=O. The product is [C:1]([C:5]1[CH:10]=[CH:9][CH:8]=[CH:7][C:6]=1[N:11]1[CH2:12][CH2:13][N:14]([C:17]([C:19]2[N:20]=[CH:21][N:22]([CH2:25][C:26]([O:28][CH3:29])=[O:27])[CH:23]=2)=[O:18])[CH2:15][CH2:16]1)([CH3:4])([CH3:2])[CH3:3]. The yield is 0.660. (2) The reactants are [Br:1][CH2:2][CH2:3][CH2:4][CH2:5][C:6]([CH3:16])([C:9]1C=CC(C)=CC=1)[CH2:7][OH:8].BrCCCCC(C)(C)C(OCC)=O.[Li+].[BH4-].CO. The catalyst is C(Cl)Cl. The product is [Br:1][CH2:2][CH2:3][CH2:4][CH2:5][C:6]([CH3:16])([CH3:9])[CH2:7][OH:8]. The yield is 0.990. (3) The reactants are [F:1][C:2]1[CH:7]=[CH:6][C:5]([C:8](=[O:21])[CH2:9][CH2:10][CH2:11][C:12]2[CH:17]=[CH:16][C:15]([N+:18]([O-])=O)=[CH:14][CH:13]=2)=[CH:4][CH:3]=1.[H][H]. The catalyst is [Pd].C(OCC)(=O)C.O1CCCC1. The product is [NH2:18][C:15]1[CH:16]=[CH:17][C:12]([CH2:11][CH2:10][CH2:9][C:8]([C:5]2[CH:4]=[CH:3][C:2]([F:1])=[CH:7][CH:6]=2)=[O:21])=[CH:13][CH:14]=1. The yield is 0.780.